From a dataset of Cav3 T-type calcium channel HTS with 100,875 compounds. Binary Classification. Given a drug SMILES string, predict its activity (active/inactive) in a high-throughput screening assay against a specified biological target. (1) The drug is S(c1c(C(=O)NCc2occc2)cccc1)CCOC. The result is 0 (inactive). (2) The drug is Clc1c2n(cc(n2)c2ccc(F)cc2)cc(c1)C(F)(F)F. The result is 0 (inactive). (3) The drug is S(=O)(=O)(NCCOc1c(C(C)C)cccc1)C. The result is 0 (inactive). (4) The compound is O(c1c(N2CCN(CC2)Cc2c(O)c(OC)ccc2)cccc1)CC. The result is 0 (inactive).